Dataset: Peptide-MHC class II binding affinity with 134,281 pairs from IEDB. Task: Regression. Given a peptide amino acid sequence and an MHC pseudo amino acid sequence, predict their binding affinity value. This is MHC class II binding data. (1) The peptide sequence is INISGYNLSLSAAVK. The MHC is DRB1_0101 with pseudo-sequence DRB1_0101. The binding affinity (normalized) is 1.00. (2) The peptide sequence is MQVKVSKGAPCRIPV. The MHC is HLA-DQA10303-DQB10402 with pseudo-sequence HLA-DQA10303-DQB10402. The binding affinity (normalized) is 0.363. (3) The peptide sequence is AGGAGGVGAVGGKRG. The MHC is HLA-DPA10301-DPB10402 with pseudo-sequence HLA-DPA10301-DPB10402. The binding affinity (normalized) is 0. (4) The binding affinity (normalized) is 0.678. The MHC is DRB1_0802 with pseudo-sequence DRB1_0802. The peptide sequence is AFKVAAYAANAAPAN. (5) The peptide sequence is KKLALSLASVAMCRTPF. The MHC is HLA-DQA10501-DQB10402 with pseudo-sequence HLA-DQA10501-DQB10402. The binding affinity (normalized) is 0.532. (6) The peptide sequence is MIRIIAQGPKATFEA. The MHC is DRB1_0701 with pseudo-sequence DRB1_0701. The binding affinity (normalized) is 0.203.